This data is from Forward reaction prediction with 1.9M reactions from USPTO patents (1976-2016). The task is: Predict the product of the given reaction. The product is: [CH3:1][O:2][C:3]1[CH:8]=[CH:7][C:6]([N+:9]([O-:11])=[O:10])=[CH:5][C:4]=1[O:12][CH2:21][C:20]#[CH:19]. Given the reactants [CH3:1][O:2][C:3]1[CH:8]=[CH:7][C:6]([N+:9]([O-:11])=[O:10])=[CH:5][C:4]=1[OH:12].C([O-])([O-])=O.[K+].[K+].[CH2:19](Cl)[C:20]#[CH:21].O, predict the reaction product.